Dataset: Reaction yield outcomes from USPTO patents with 853,638 reactions. Task: Predict the reaction yield, written as a fraction of the theoretical maximum amount of product (1.0 means a 100% yield; for example, 0.34 means a 34% yield). The reactants are [C:1]([NH:4][CH:5]1[CH2:22][CH2:21][C:8]2=[C:9]([C:16]([O:18][CH2:19][CH3:20])=[O:17])[S:10][C:11]([S:12][CH:13]([CH3:15])[CH3:14])=[C:7]2[C:6]1=[O:23])(=O)[CH3:2].P(Cl)(Cl)(Cl)=O. The catalyst is C1(C)C=CC=CC=1. The product is [CH:13]([S:12][C:11]1[S:10][C:9]([C:16]([O:18][CH2:19][CH3:20])=[O:17])=[C:8]2[CH2:21][CH2:22][C:5]3[N:4]=[C:1]([CH3:2])[O:23][C:6]=3[C:7]=12)([CH3:14])[CH3:15]. The yield is 1.00.